From a dataset of Catalyst prediction with 721,799 reactions and 888 catalyst types from USPTO. Predict which catalyst facilitates the given reaction. (1) Reactant: [CH3:1][N:2]1[CH2:7][CH2:6][CH2:5][CH2:4][CH:3]1[CH2:8][NH:9][C:10]1[CH:15]=[CH:14][C:13]([NH:16][C:17](=[O:20])[O:18][CH3:19])=[CH:12][C:11]=1[N+:21]([O-])=O. Product: [NH2:21][C:11]1[CH:12]=[C:13]([NH:16][C:17](=[O:20])[O:18][CH3:19])[CH:14]=[CH:15][C:10]=1[NH:9][CH2:8][CH:3]1[CH2:4][CH2:5][CH2:6][CH2:7][N:2]1[CH3:1]. The catalyst class is: 99. (2) Reactant: [Cl:1][C:2]1[CH:7]=[CH:6][C:5]([S:8]([C:11]([C:13]2[CH:18]=[C:17]([F:19])[CH:16]=[CH:15][C:14]=2[F:20])=[CH2:12])(=[O:10])=[O:9])=[CH:4][CH:3]=1.C[Si](C)(C)[O:23][C:24]([CH:26]=[CH2:27])=[CH2:25].Cl. Product: [Cl:1][C:2]1[CH:7]=[CH:6][C:5]([S:8]([C:11]2([C:13]3[CH:18]=[C:17]([F:19])[CH:16]=[CH:15][C:14]=3[F:20])[CH2:27][CH2:26][C:24](=[O:23])[CH2:25][CH2:12]2)(=[O:10])=[O:9])=[CH:4][CH:3]=1. The catalyst class is: 1.